From a dataset of M1 muscarinic receptor agonist screen with 61,833 compounds. Binary Classification. Given a drug SMILES string, predict its activity (active/inactive) in a high-throughput screening assay against a specified biological target. (1) The compound is OCCN(c1ncnc2n(ncc12)c1cc(ccc1)C)CCO. The result is 0 (inactive). (2) The molecule is S(CC(=O)NCc1ccccc1)c1sc(nn1)C. The result is 0 (inactive).